Dataset: Forward reaction prediction with 1.9M reactions from USPTO patents (1976-2016). Task: Predict the product of the given reaction. (1) Given the reactants C([N:8]1[CH2:13][CH2:12][N:11]([S:14]([CH3:17])(=[O:16])=[O:15])[CH2:10][CH2:9]1)C1C=CC=CC=1.C1CCCCC1, predict the reaction product. The product is: [CH3:17][S:14]([N:11]1[CH2:12][CH2:13][NH:8][CH2:9][CH2:10]1)(=[O:16])=[O:15]. (2) Given the reactants CO.[OH:3][C:4]1[C:13]2[C:8](=[CH:9][CH:10]=[CH:11][CH:12]=2)[N:7]=[CH:6][CH:5]=1.[CH:14](N(C(C)C)CC)(C)C.C[Si](C=[N+]=[N-])(C)C.CCCCCC, predict the reaction product. The product is: [CH3:14][O:3][C:4]1[C:13]2[C:8](=[CH:9][CH:10]=[CH:11][CH:12]=2)[N:7]=[CH:6][CH:5]=1. (3) Given the reactants [N:1]1([C:7]2[CH:12]=[CH:11][N:10]=[C:9]([C:13](=[O:15])[CH3:14])[N:8]=2)[CH2:6][CH2:5][CH2:4][CH2:3][CH2:2]1.[H-].[Na+].[CH3:18][O:19][C:20](=O)[O:21]C, predict the reaction product. The product is: [O:15]=[C:13]([C:9]1[N:8]=[C:7]([N:1]2[CH2:6][CH2:5][CH2:4][CH2:3][CH2:2]2)[CH:12]=[CH:11][N:10]=1)[CH2:14][C:20]([O:19][CH3:18])=[O:21]. (4) Given the reactants [F:1][C:2]1[CH:7]=[CH:6][C:5]([C:8]2[CH:13]=[N:12][C:11](N3CCN(S(C)(=O)=O)CC3)=[CH:10][N:9]=2)=[CH:4][CH:3]=1.C[Si]([N-][Si](C)(C)C)(C)C.[Li+].P(Cl)(O[CH2:40][CH3:41])(OCC)=O.[N:43]1[CH:48]=[CH:47][CH:46]=[N:45][C:44]=1[CH2:49][CH2:50][CH2:51]C=O, predict the reaction product. The product is: [F:1][C:2]1[CH:3]=[CH:4][C:5]([C:8]2[N:9]=[CH:10][CH2:11][N:12]([C:40](=[CH2:41])[CH2:51][CH2:50][CH2:49][C:44]3[N:45]=[CH:46][CH:47]=[CH:48][N:43]=3)[CH:13]=2)=[CH:6][CH:7]=1. (5) Given the reactants [CH3:1][N:2]1[C:6]([C:7]2[CH2:8][CH2:9][CH2:10][N:11]([C:13]([O:15][C:16]([CH3:19])([CH3:18])[CH3:17])=[O:14])[CH:12]=2)=[CH:5][CH:4]=[N:3]1, predict the reaction product. The product is: [CH3:1][N:2]1[C:6]([CH:7]2[CH2:8][CH2:9][CH2:10][N:11]([C:13]([O:15][C:16]([CH3:19])([CH3:18])[CH3:17])=[O:14])[CH2:12]2)=[CH:5][CH:4]=[N:3]1.